This data is from Full USPTO retrosynthesis dataset with 1.9M reactions from patents (1976-2016). The task is: Predict the reactants needed to synthesize the given product. (1) Given the product [Cl:1][C:2]1[CH:7]=[CH:6][C:5]([C:8]2[CH:13]=[N:12][N:11]3[C:14](=[O:17])[N:15]([CH2:57][CH2:58][CH2:59][C:38]4[CH:39]=[CH:40][CH:41]=[CH:42][CH:43]=4)[N:16]=[C:10]3[C:9]=2[C:18]2[CH:23]=[CH:22][C:21]([Cl:24])=[CH:20][CH:19]=2)=[CH:4][CH:3]=1, predict the reactants needed to synthesize it. The reactants are: [Cl:1][C:2]1[CH:7]=[CH:6][C:5]([C:8]2[CH:13]=[N:12][N:11]3[C:14](=[O:17])[NH:15][N:16]=[C:10]3[C:9]=2[C:18]2[CH:23]=[CH:22][C:21]([Cl:24])=[CH:20][CH:19]=2)=[CH:4][CH:3]=1.[C:38]1(P([C:38]2[CH:43]=[CH:42][CH:41]=[CH:40][CH:39]=2)[C:38]2[CH:43]=[CH:42][CH:41]=[CH:40][CH:39]=2)[CH:43]=[CH:42][CH:41]=[CH:40][CH:39]=1.N(C(OCC)=O)=NC(OCC)=O.O1C[CH2:59][CH2:58][CH2:57]1. (2) Given the product [C:45]1([S:51]([CH2:53][C:54]2[N:23]([CH:22]([CH:33]3[CH2:34][CH2:35][CH2:36][CH2:42][CH2:43]3)[C:6]([NH:7][CH:8]3[CH2:9][CH2:10][CH2:11][CH2:12][CH2:13]3)=[O:16])[C:24]3[CH:29]=[CH:28][CH:27]=[CH:26][C:25]=3[N:30]=2)=[O:52])[CH:50]=[CH:49][CH:48]=[CH:47][CH:46]=1, predict the reactants needed to synthesize it. The reactants are: C(O[C:6](=[O:16])[NH:7][C:8]1[CH:13]=[CH:12][C:11](F)=[CH:10][C:9]=1N)(C)(C)C.C(O[C:22](=O)[NH:23][C:24]1[CH:29]=[CH:28][CH:27]=[CH:26][C:25]=1[NH2:30])(C)(C)C.Cl[C:33]1[CH:43]=[CH:42][C:36](OCC(O)=O)=[C:35](C)[CH:34]=1.[C:45]1([S:51]([CH2:53][C:54](O)=O)=[O:52])[CH:50]=[CH:49][CH:48]=[CH:47][CH:46]=1.